This data is from Forward reaction prediction with 1.9M reactions from USPTO patents (1976-2016). The task is: Predict the product of the given reaction. (1) The product is: [CH:2]1([C:7]2[CH:11]=[C:10]([NH:12][C:13]3[C:14]4[CH2:29][CH2:28][CH2:27][C:15]=4[N:16]=[C:17]([N:19]4[CH2:23][CH2:22][CH2:21][C@H:20]4[C:24]([N:32]([CH3:33])[CH3:31])=[O:26])[N:18]=3)[NH:9][N:8]=2)[CH2:6][CH2:5][CH2:4][CH2:3]1. Given the reactants Cl.[CH:2]1([C:7]2[CH:11]=[C:10]([NH:12][C:13]3[C:14]4[CH2:29][CH2:28][CH2:27][C:15]=4[N:16]=[C:17]([N:19]4[CH2:23][CH2:22][CH2:21][C@H:20]4[C:24]([OH:26])=O)[N:18]=3)[NH:9][N:8]=2)[CH2:6][CH2:5][CH2:4][CH2:3]1.Cl.[CH3:31][NH:32][CH3:33].CCN=C=NCCCN(C)C.Cl.C1C=CC2N(O)N=NC=2C=1.CCN(C(C)C)C(C)C, predict the reaction product. (2) Given the reactants [NH:1]1[CH2:6][CH2:5][CH:4]([C:7]2[CH:8]=[C:9]([NH:13][C:14]([CH:16]3[CH2:18][CH2:17]3)=[O:15])[CH:10]=[CH:11][CH:12]=2)[CH2:3][CH2:2]1.N1CC[CH:22]([C:25]2[CH:26]=C(NC(=O)CCC)C=C[CH:30]=2)CC1.CN(C)C(NC1C=CC=C(C2CCNCC2)C=1)=O.N1CCC(C2C=C(N[C:68](=[O:77])[O:69]CC3C=CC=CC=3)C=CC=2)CC1.CC(C)C(NC1C=CC(C2CCNCC2)=CC=1)=O.N1CCC(C2C=CC(NC(=O)CCC)=CC=2)CC1, predict the reaction product. The product is: [C:25]([O:77][C:68]([N:1]1[CH2:6][CH2:5][CH:4]([C:7]2[CH:12]=[CH:11][CH:10]=[C:9]([NH:13][C:14]([CH:16]3[CH2:17][CH2:18]3)=[O:15])[CH:8]=2)[CH2:3][CH2:2]1)=[O:69])([CH3:22])([CH3:30])[CH3:26]. (3) Given the reactants Cl[CH2:2][CH2:3][CH2:4][CH2:5][N:6]1[C:11](=[O:12])[NH:10][C:9](=[O:13])[CH:8]=[N:7]1.[C:14]([C:18]1[N:23]=[C:22]([N:24]2[CH2:29][CH2:28][NH:27][CH2:26][CH2:25]2)[CH:21]=[C:20]([CH2:30][CH2:31][CH3:32])[N:19]=1)([CH3:17])([CH3:16])[CH3:15], predict the reaction product. The product is: [C:14]([C:18]1[N:23]=[C:22]([N:24]2[CH2:29][CH2:28][N:27]([CH2:2][CH2:3][CH2:4][CH2:5][N:6]3[C:11](=[O:12])[NH:10][C:9](=[O:13])[CH:8]=[N:7]3)[CH2:26][CH2:25]2)[CH:21]=[C:20]([CH2:30][CH2:31][CH3:32])[N:19]=1)([CH3:17])([CH3:16])[CH3:15]. (4) Given the reactants [CH2:1]([N:8]1[CH2:12][CH:11]([C:13]2[CH:18]=[CH:17][C:16]([F:19])=[CH:15][CH:14]=2)[CH:10]([CH2:20]OS(C2C=CC(C)=CC=2)(=O)=O)[CH2:9]1)[C:2]1[CH:7]=[CH:6][CH:5]=[CH:4][CH:3]=1.[CH3:32][NH2:33], predict the reaction product. The product is: [CH2:1]([N:8]1[CH2:12][CH:11]([C:13]2[CH:18]=[CH:17][C:16]([F:19])=[CH:15][CH:14]=2)[CH:10]([CH2:20][NH:33][CH3:32])[CH2:9]1)[C:2]1[CH:7]=[CH:6][CH:5]=[CH:4][CH:3]=1. (5) Given the reactants I([O-])(=O)(=O)=[O:2].[Na+].[CH2:7]([C:10]1([CH3:33])[O:15][CH2:14][CH:13]([CH2:16][O:17][Si:18]([C:21]([CH3:24])([CH3:23])[CH3:22])([CH3:20])[CH3:19])[N:12]([CH2:25][C:26]2[CH:31]=[CH:30][CH:29]=[CH:28][CH:27]=2)[C:11]1=[O:32])[CH:8]=C, predict the reaction product. The product is: [CH2:25]([N:12]1[CH:13]([CH2:16][O:17][Si:18]([C:21]([CH3:24])([CH3:22])[CH3:23])([CH3:19])[CH3:20])[CH2:14][O:15][C:10]([CH2:7][CH:8]=[O:2])([CH3:33])[C:11]1=[O:32])[C:26]1[CH:27]=[CH:28][CH:29]=[CH:30][CH:31]=1. (6) Given the reactants Cl.[CH3:2][O:3][C:4]1[CH:5]=[C:6]([C:12]2[C@@H:21]3[C@@H:16]([CH2:17][CH2:18][CH2:19][CH2:20]3)[C:15](=[O:22])[N:14]([CH:23]3[CH2:28][CH2:27][NH:26][CH2:25][CH2:24]3)[N:13]=2)[CH:7]=[CH:8][C:9]=1[O:10][CH3:11].[C:29]([O:33][C:34]([NH:36][C@@H:37]([C:41](O)=[O:42])[C@H:38]([CH3:40])[OH:39])=[O:35])([CH3:32])([CH3:31])[CH3:30].CN(C(ON1N=NC2C=CC=CC1=2)=[N+](C)C)C.F[P-](F)(F)(F)(F)F.CCN(C(C)C)C(C)C, predict the reaction product. The product is: [CH3:2][O:3][C:4]1[CH:5]=[C:6]([C:12]2[C@@H:21]3[C@@H:16]([CH2:17][CH2:18][CH2:19][CH2:20]3)[C:15](=[O:22])[N:14]([CH:23]3[CH2:24][CH2:25][N:26]([C:41](=[O:42])[C@H:37]([NH:36][C:34](=[O:35])[O:33][C:29]([CH3:31])([CH3:30])[CH3:32])[C@@H:38]([OH:39])[CH3:40])[CH2:27][CH2:28]3)[N:13]=2)[CH:7]=[CH:8][C:9]=1[O:10][CH3:11]. (7) Given the reactants [Cl:1][C:2]1[CH:3]=[CH:4][C:5]([O:25][CH:26]([F:28])[F:27])=[C:6]([C:8]2[C:13]([O:14][CH3:15])=[CH:12][N:11]([CH:16]([CH2:20][CH:21]([CH3:23])[CH3:22])[C:17]([OH:19])=O)[C:10](=[O:24])[CH:9]=2)[CH:7]=1.[NH2:29][C:30]1[CH:42]=[CH:41][C:33]([C:34]([O:36][C:37]([CH3:40])([CH3:39])[CH3:38])=[O:35])=[CH:32][CH:31]=1, predict the reaction product. The product is: [Cl:1][C:2]1[CH:3]=[CH:4][C:5]([O:25][CH:26]([F:28])[F:27])=[C:6]([C:8]2[C:13]([O:14][CH3:15])=[CH:12][N:11]([CH:16]([CH2:20][CH:21]([CH3:23])[CH3:22])[C:17]([NH:29][C:30]3[CH:42]=[CH:41][C:33]([C:34]([O:36][C:37]([CH3:38])([CH3:39])[CH3:40])=[O:35])=[CH:32][CH:31]=3)=[O:19])[C:10](=[O:24])[CH:9]=2)[CH:7]=1. (8) Given the reactants [CH2:1]([O:3][C:4]([C:6]1[C:10]([CH:11]=O)=[C:9]([Br:13])[N:8]([C:14]2[CH:19]=[CH:18][CH:17]=[CH:16][C:15]=2[Cl:20])[N:7]=1)=[O:5])[CH3:2].[CH:21]([NH2:24])([CH3:23])[CH3:22].C(O)(=O)C.C(O[BH-](OC(=O)C)OC(=O)C)(=O)C.[Na+], predict the reaction product. The product is: [CH2:1]([O:3][C:4]([C:6]1[C:10]([CH2:11][NH:24][CH:21]([CH3:23])[CH3:22])=[C:9]([Br:13])[N:8]([C:14]2[CH:19]=[CH:18][CH:17]=[CH:16][C:15]=2[Cl:20])[N:7]=1)=[O:5])[CH3:2].